From a dataset of Forward reaction prediction with 1.9M reactions from USPTO patents (1976-2016). Predict the product of the given reaction. (1) Given the reactants [C:1]([C:5]1[CH:10]=[CH:9][C:8]([C:11]2[N:12]([C:31](Cl)=[O:32])[CH:13]([C:24]3[CH:29]=[CH:28][C:27]([Cl:30])=[CH:26][CH:25]=3)[C:14]([C:17]3[CH:22]=[CH:21][C:20]([Cl:23])=[CH:19][CH:18]=3)([CH3:16])[N:15]=2)=[C:7]([O:34][CH2:35][CH3:36])[CH:6]=1)([CH3:4])([CH3:3])[CH3:2].[N:37]1([C:43](=[O:51])[CH2:44][N:45]2[CH2:50][CH2:49][NH:48][CH2:47][CH2:46]2)[CH2:42][CH2:41][O:40][CH2:39][CH2:38]1, predict the reaction product. The product is: [C:1]([C:5]1[CH:10]=[CH:9][C:8]([C:11]2[N:12]([C:31]([N:48]3[CH2:49][CH2:50][N:45]([CH2:44][C:43]([N:37]4[CH2:38][CH2:39][O:40][CH2:41][CH2:42]4)=[O:51])[CH2:46][CH2:47]3)=[O:32])[C@H:13]([C:24]3[CH:29]=[CH:28][C:27]([Cl:30])=[CH:26][CH:25]=3)[C@@:14]([C:17]3[CH:22]=[CH:21][C:20]([Cl:23])=[CH:19][CH:18]=3)([CH3:16])[N:15]=2)=[C:7]([O:34][CH2:35][CH3:36])[CH:6]=1)([CH3:3])([CH3:4])[CH3:2]. (2) The product is: [Br:1][C:2]1[CH:3]=[C:4]([C:8]([C:10]2[CH:15]=[CH:14][C:13]([CH2:16][N:17]3[CH:21]=[C:20]([CH3:22])[CH:19]=[N:18]3)=[CH:12][CH:11]=2)=[O:9])[CH:5]=[N:6][CH:7]=1. Given the reactants [Br:1][C:2]1[CH:3]=[C:4]([CH:8]([C:10]2[CH:15]=[CH:14][C:13]([CH2:16][N:17]3[CH:21]=[C:20]([CH3:22])[CH:19]=[N:18]3)=[CH:12][CH:11]=2)[OH:9])[CH:5]=[N:6][CH:7]=1, predict the reaction product. (3) Given the reactants [CH3:1][N:2]([S:16]([CH3:19])(=[O:18])=[O:17])[C:3]1[CH:11]=[C:10]([C:12]([O:14]C)=[O:13])[CH:9]=[C:8]2[C:4]=1[CH:5]=[CH:6][NH:7]2.[OH-].[K+].I[CH2:23][CH2:24][CH2:25][CH3:26], predict the reaction product. The product is: [CH2:23]([N:7]1[C:8]2[C:4](=[C:3]([N:2]([CH3:1])[S:16]([CH3:19])(=[O:18])=[O:17])[CH:11]=[C:10]([C:12]([OH:14])=[O:13])[CH:9]=2)[CH:5]=[CH:6]1)[CH2:24][CH2:25][CH3:26]. (4) The product is: [Cl:37][C:21]1[C:22]([NH:24][C:25]2[CH:30]=[CH:29][CH:28]=[CH:27][C:26]=2[C:31]2[N:32]([CH3:36])[CH:33]=[CH:34][N:35]=2)=[N:23][C:18]([NH:14][C:11]2[CH:12]=[CH:13][C:8]3[CH2:7][N:6]([CH2:15][CH3:16])[CH2:5][CH2:4][N:3]([CH2:1][CH3:2])[C:9]=3[CH:10]=2)=[N:19][CH:20]=1. Given the reactants [CH2:1]([N:3]1[C:9]2[CH:10]=[C:11]([NH2:14])[CH:12]=[CH:13][C:8]=2[CH2:7][N:6]([CH2:15][CH3:16])[CH2:5][CH2:4]1)[CH3:2].Cl[C:18]1[N:23]=[C:22]([NH:24][C:25]2[CH:30]=[CH:29][CH:28]=[CH:27][C:26]=2[C:31]2[N:32]([CH3:36])[CH:33]=[CH:34][N:35]=2)[C:21]([Cl:37])=[CH:20][N:19]=1, predict the reaction product. (5) Given the reactants [C:1]([C:3]1[CH:8]=[CH:7][CH:6]=[CH:5][C:4]=1[C:9]1[CH:14]=[CH:13][C:12]([CH2:15][C:16]2[C:17](=[O:38])[N:18]([CH:28]3[CH2:31][CH:30]([C:32]([O:34]CCC)=O)[CH2:29]3)[C:19]3[N:20]([N:25]=[CH:26][N:27]=3)[C:21]=2[CH2:22][CH2:23][CH3:24])=[CH:11][CH:10]=1)#[N:2].[OH-].[Na+].Cl.[CH3:42][Mg]Br.[Cl-].[NH4+], predict the reaction product. The product is: [C:32]([C@H:30]1[CH2:31][C@H:28]([N:18]2[C:17](=[O:38])[C:16]([CH2:15][C:12]3[CH:13]=[CH:14][C:9]([C:4]4[C:3]([C:1]#[N:2])=[CH:8][CH:7]=[CH:6][CH:5]=4)=[CH:10][CH:11]=3)=[C:21]([CH2:22][CH2:23][CH3:24])[N:20]3[N:25]=[CH:26][N:27]=[C:19]23)[CH2:29]1)(=[O:34])[CH3:42]. (6) Given the reactants CN(C(ON1N=NC2C=CC=NC1=2)=[N+](C)C)C.F[P-](F)(F)(F)(F)F.Cl.[NH2:26][C:27]1[C:28]([C:37]([NH:39][C@@H:40]([CH:45]2[CH2:50][CH2:49][CH2:48][CH2:47][CH2:46]2)[C:41]([O:43][CH3:44])=[O:42])=[O:38])=[CH:29][C:30]2[C:35]([CH:36]=1)=[CH:34][CH:33]=[CH:32][CH:31]=2.[CH3:51][C:52]1[CH:57]=[C:56]([CH3:58])[CH:55]=[C:54]([CH3:59])[C:53]=1[CH2:60][C:61](O)=[O:62].C(N(C(C)C)CC)(C)C, predict the reaction product. The product is: [CH:45]1([C@H:40]([NH:39][C:37]([C:28]2[C:27]([NH:26][C:61](=[O:62])[CH2:60][C:53]3[C:52]([CH3:51])=[CH:57][C:56]([CH3:58])=[CH:55][C:54]=3[CH3:59])=[CH:36][C:35]3[C:30](=[CH:31][CH:32]=[CH:33][CH:34]=3)[CH:29]=2)=[O:38])[C:41]([O:43][CH3:44])=[O:42])[CH2:50][CH2:49][CH2:48][CH2:47][CH2:46]1. (7) Given the reactants Br[C:2]1[CH:3]=[C:4]([C:9]([OH:11])=O)[CH:5]=[N:6][C:7]=1Cl.[N:12]1[CH:17]=[CH:16][CH:15]=[CH:14][C:13]=1[CH2:18][OH:19].[Cl:20][C:21]1[CH:26]=[CH:25][C:24](B(O)O)=[CH:23][CH:22]=1.[NH2:30][C@@H:31]1[CH2:36][CH2:35][CH2:34][CH2:33][C@H:32]1[OH:37], predict the reaction product. The product is: [Cl:20][C:21]1[CH:26]=[CH:25][C:24]([C:2]2[C:7]([O:19][CH2:18][C:13]3[CH:14]=[CH:15][CH:16]=[CH:17][N:12]=3)=[N:6][CH:5]=[C:4]([CH:3]=2)[C:9]([NH:30][C@@H:31]2[CH2:36][CH2:35][CH2:34][CH2:33][C@H:32]2[OH:37])=[O:11])=[CH:23][CH:22]=1. (8) The product is: [CH3:1][O:2][C:3]1[CH:8]=[CH:7][C:6]([NH:9][C:10]([C:12]2[CH:13]=[CH:14][C:15]([C:18]3[CH:23]=[CH:22][CH:21]=[CH:20][CH:19]=3)=[CH:16][CH:17]=2)=[O:11])=[CH:5][C:4]=1[NH:24][C:25](=[O:35])[CH2:26][NH:27][CH2:28][CH2:29][O:34][CH3:32]. Given the reactants [CH3:1][O:2][C:3]1[CH:8]=[CH:7][C:6]([NH:9][C:10]([C:12]2[CH:17]=[CH:16][C:15]([C:18]3[CH:23]=[CH:22][CH:21]=[CH:20][CH:19]=3)=[CH:14][CH:13]=2)=[O:11])=[CH:5][C:4]=1[NH:24][C:25](=[O:35])[CH2:26][N:27]1C[CH:32]2[O:34][CH:29](CC2)[CH2:28]1.ClCC(NC1C=C(NC(C2C=CC(C3C=CC=CC=3)=CC=2)=O)C=CC=1OC)=O.COCCN.C(N(CC)CC)C, predict the reaction product. (9) Given the reactants C([N:8]1[CH2:12][CH2:11][CH:10]([N:13]2[CH2:18][CH2:17][CH:16]([CH3:19])[CH2:15][CH2:14]2)[CH2:9]1)C1C=CC=CC=1.[H][H], predict the reaction product. The product is: [CH3:19][CH:16]1[CH2:17][CH2:18][N:13]([CH:10]2[CH2:11][CH2:12][NH:8][CH2:9]2)[CH2:14][CH2:15]1. (10) Given the reactants Cl[C:2]1[N:3]=[C:4]([C:15]2[CH:20]=[CH:19][C:18]([Cl:21])=[CH:17][CH:16]=2)[C:5]([C:8]2[CH:13]=[CH:12][C:11]([Cl:14])=[CH:10][CH:9]=2)=[N:6][CH:7]=1.[C:22]([O:26][C:27]([N:29]1[CH2:34][CH:33]=[C:32](B2OC(C)(C)C(C)(C)O2)[CH2:31][CH2:30]1)=[O:28])([CH3:25])([CH3:24])[CH3:23].C(=O)([O-])[O-].[K+].[K+].CN(C=O)C, predict the reaction product. The product is: [C:22]([O:26][C:27]([N:29]1[CH2:30][CH:31]=[C:32]([C:2]2[CH:7]=[N:6][C:5]([C:8]3[CH:13]=[CH:12][C:11]([Cl:14])=[CH:10][CH:9]=3)=[C:4]([C:15]3[CH:16]=[CH:17][C:18]([Cl:21])=[CH:19][CH:20]=3)[N:3]=2)[CH2:33][CH2:34]1)=[O:28])([CH3:25])([CH3:23])[CH3:24].